From a dataset of Catalyst prediction with 721,799 reactions and 888 catalyst types from USPTO. Predict which catalyst facilitates the given reaction. (1) Reactant: C([SnH2][C:6]1[O:10][N:9]=[C:8]([C:11]([O:13][CH2:14][CH3:15])=[O:12])[CH:7]=1)(C)(C)C.I[C:17]1[CH:18]=[C:19](/[CH:23]=[CH:24]/[CH2:25][OH:26])[CH:20]=[CH:21][CH:22]=1.O1C=CC=C1P(C1OC=CC=1)C1OC=CC=1.[I-].[F-].[K+]. Product: [OH:26][CH2:25]/[CH:24]=[CH:23]/[C:19]1[CH:18]=[C:17]([C:6]2[O:10][N:9]=[C:8]([C:11]([O:13][CH2:14][CH3:15])=[O:12])[CH:7]=2)[CH:22]=[CH:21][CH:20]=1. The catalyst class is: 533. (2) Reactant: [C:1]1([S:7]([N:10]2[C:14]3=[N:15][CH:16]=[C:17]([Cl:19])[CH:18]=[C:13]3[C:12]([CH:20]([C:22]3[CH:23]=[N:24][C:25]([S:28][CH3:29])=[N:26][CH:27]=3)O)=[CH:11]2)(=[O:9])=[O:8])[CH:6]=[CH:5][CH:4]=[CH:3][CH:2]=1.C([SiH](CC)CC)C.FC(F)(F)C(O)=O. Product: [C:1]1([S:7]([N:10]2[C:14]3=[N:15][CH:16]=[C:17]([Cl:19])[CH:18]=[C:13]3[C:12]([CH2:20][C:22]3[CH:23]=[N:24][C:25]([S:28][CH3:29])=[N:26][CH:27]=3)=[CH:11]2)(=[O:9])=[O:8])[CH:2]=[CH:3][CH:4]=[CH:5][CH:6]=1. The catalyst class is: 4. (3) Reactant: [OH:1][CH2:2][C:3]1[CH:4]=[C:5]([C:9]2[CH:10]=[C:11]3[C:15](=[C:16]([CH3:18])[CH:17]=2)[C:14](=[O:19])[N:13]([CH2:20][C:21]2[CH:26]=[CH:25][C:24]([O:27][C:28]([F:31])([F:30])[F:29])=[CH:23][CH:22]=2)[CH2:12]3)[CH:6]=[N:7][CH:8]=1.C(N(CC)CC)C.[CH3:39][S:40](Cl)(=[O:42])=[O:41]. Product: [CH3:18][C:16]1[CH:17]=[C:9]([C:5]2[CH:4]=[C:3]([CH2:2][O:1][S:40]([CH3:39])(=[O:42])=[O:41])[CH:8]=[N:7][CH:6]=2)[CH:10]=[C:11]2[C:15]=1[C:14](=[O:19])[N:13]([CH2:20][C:21]1[CH:22]=[CH:23][C:24]([O:27][C:28]([F:30])([F:31])[F:29])=[CH:25][CH:26]=1)[CH2:12]2. The catalyst class is: 4. (4) Reactant: [F:1][C:2]1[CH:7]=[CH:6][C:5]([C:8]([CH2:26][N:27]2[C:31]([CH3:32])=[CH:30][N:29]=[CH:28]2)=[CH:9][C:10]2[CH:19]=[CH:18][C:13]([C:14]([O:16]C)=[O:15])=[C:12]([C:20]3[CH:25]=[CH:24][CH:23]=[CH:22][CH:21]=3)[CH:11]=2)=[CH:4][CH:3]=1.[OH-].[Na+]. Product: [F:1][C:2]1[CH:7]=[CH:6][C:5]([C:8]([CH2:26][N:27]2[C:31]([CH3:32])=[CH:30][N:29]=[CH:28]2)=[CH:9][C:10]2[CH:19]=[CH:18][C:13]([C:14]([OH:16])=[O:15])=[C:12]([C:20]3[CH:25]=[CH:24][CH:23]=[CH:22][CH:21]=3)[CH:11]=2)=[CH:4][CH:3]=1. The catalyst class is: 5. (5) Reactant: [H-].[Na+].[NH:3]1[C:11]2[C:6](=[CH:7][C:8]([NH:12][C:13]3[C:22]4[C:17](=[CH:18][CH:19]=[CH:20][C:21]=4[O:23][CH:24]4[CH2:29][CH2:28][N:27]([CH3:30])[CH2:26][CH2:25]4)[N:16]=[CH:15][N:14]=3)=[CH:9][CH:10]=2)[CH:5]=[CH:4]1.[OH2:31]. Product: [CH3:8][C:9]1[O:31][N:3]=[C:11]([CH2:6][N:3]2[C:11]3[C:6](=[CH:7][C:8]([NH:12][C:13]4[C:22]5[C:17](=[CH:18][CH:19]=[CH:20][C:21]=5[O:23][CH:24]5[CH2:29][CH2:28][N:27]([CH3:30])[CH2:26][CH2:25]5)[N:16]=[CH:15][N:14]=4)=[CH:9][CH:10]=3)[CH:5]=[CH:4]2)[CH:10]=1. The catalyst class is: 3. (6) Reactant: S(Cl)(Cl)=O.[CH3:5][O:6][C:7]([NH:9][C:10]1[CH:15]=[CH:14][CH:13]=[CH:12][C:11]=1[C@H:16]1[C@@H:25]([C:26]([OH:28])=[O:27])[C:24]2[C:19](=[CH:20][C:21]([O:31][CH3:32])=[C:22]([O:29][CH3:30])[CH:23]=2)[C:18](=[O:33])[N:17]1[CH3:34])=[O:8].[C:35](=O)(O)[O-].[Na+]. Product: [CH3:5][O:6][C:7]([NH:9][C:10]1[CH:15]=[CH:14][CH:13]=[CH:12][C:11]=1[C@H:16]1[C@H:25]([C:26]([O:28][CH3:35])=[O:27])[C:24]2[C:19](=[CH:20][C:21]([O:31][CH3:32])=[C:22]([O:29][CH3:30])[CH:23]=2)[C:18](=[O:33])[N:17]1[CH3:34])=[O:8]. The catalyst class is: 5. (7) Reactant: [NH:1]([C:10]([O:12][C:13]([CH3:16])([CH3:15])[CH3:14])=[O:11])[C@H:2]([C:7]([OH:9])=O)[C:3]([CH3:6])([CH3:5])[CH3:4].[NH2:17][CH2:18][C:19]([O:21][CH2:22][C:23]1[CH:28]=[CH:27][CH:26]=[CH:25][CH:24]=1)=[O:20].Cl.C(N(CC)CC)C.C1C=CC2N(O)N=NC=2C=1.CCN=C=NCCCN(C)C.Cl. Product: [NH:1]([C:10]([O:12][C:13]([CH3:16])([CH3:15])[CH3:14])=[O:11])[C@H:2]([C:7]([NH:17][CH2:18][C:19]([O:21][CH2:22][C:23]1[CH:28]=[CH:27][CH:26]=[CH:25][CH:24]=1)=[O:20])=[O:9])[C:3]([CH3:4])([CH3:5])[CH3:6]. The catalyst class is: 2. (8) Reactant: C1(C)C=CC(S(O)(=O)=O)=CC=1.C([O:19][C:20](=[O:31])[C@H:21]([CH2:23][C:24]1[CH:29]=[CH:28][C:27]([OH:30])=[CH:26][CH:25]=1)[NH2:22])C1C=CC=CC=1.CCN(C(C)C)C(C)C.C(OC(OC(OC(C)(C)C)=O)=O)(C)(C)C.C(=O)([O-])[O-].[Cs+].[Cs+].BrCC(OC)=O. Product: [NH2:22][C@H:21]([C:20]([OH:31])=[O:19])[CH2:23][C:24]1[CH:25]=[CH:26][C:27]([OH:30])=[CH:28][CH:29]=1. The catalyst class is: 1. (9) Reactant: [N+:1]([C:4]1[CH:5]=[C:6]([CH:9]=[CH:10][C:11]=1[CH3:12])[CH2:7]Br)([O-:3])=[O:2].[H-].[Na+].[F:15][C:16]([F:25])([F:24])[CH2:17][CH2:18][CH:19]([C:22]#[N:23])[C:20]#[N:21]. Product: [N+:1]([C:4]1[CH:5]=[C:6]([CH:9]=[CH:10][C:11]=1[CH3:12])[CH2:7][C:19]([CH2:18][CH2:17][C:16]([F:15])([F:24])[F:25])([C:20]#[N:21])[C:22]#[N:23])([O-:3])=[O:2]. The catalyst class is: 9. (10) Reactant: CS(C)=O.C(Cl)(=O)C(Cl)=O.[CH:11]1([C:21]2[NH:22][CH2:23][CH2:24][N:25]=2)[C:20]2[C:15](=[CH:16][CH:17]=[CH:18][CH:19]=2)[CH2:14][CH2:13][CH2:12]1.N. Product: [CH:11]1([C:21]2[NH:25][CH:24]=[CH:23][N:22]=2)[C:20]2[C:15](=[CH:16][CH:17]=[CH:18][CH:19]=2)[CH2:14][CH2:13][CH2:12]1. The catalyst class is: 236.